Dataset: hERG potassium channel inhibition data for cardiac toxicity prediction from Karim et al.. Task: Regression/Classification. Given a drug SMILES string, predict its toxicity properties. Task type varies by dataset: regression for continuous values (e.g., LD50, hERG inhibition percentage) or binary classification for toxic/non-toxic outcomes (e.g., AMES mutagenicity, cardiotoxicity, hepatotoxicity). Dataset: herg_karim. The molecule is O=C(OCc1cccc(F)c1)N1CCC(CNc2ncccn2)CC1. The result is 0 (non-blocker).